Dataset: Reaction yield outcomes from USPTO patents with 853,638 reactions. Task: Predict the reaction yield, written as a fraction of the theoretical maximum amount of product (1.0 means a 100% yield; for example, 0.34 means a 34% yield). (1) The reactants are [C:1]([N:5]1[CH2:8][CH:7]([N:9]2[CH2:14][CH2:13][N:12]([C:15]([O:17]C(C)(C)C)=O)[CH2:11][CH:10]2[C:22](=[O:24])[NH2:23])[CH2:6]1)(=[O:4])[CH:2]=[CH2:3].[Cl:25][C:26]1[C:31]([CH:32]2[CH2:34][CH2:33]2)=[CH:30][C:29]([NH:35][CH2:36]C(O)=O)=[C:28]([OH:40])[CH:27]=1.F[P-](F)(F)(F)(F)F.N1(O[P+](N(C)C)(N(C)C)N(C)C)C2C=CC=CC=2N=N1.C([O-])([O-])=O.[K+].[K+]. The catalyst is Cl.CO.CN(C=O)C. The product is [C:1]([N:5]1[CH2:6][CH:7]([N:9]2[CH2:14][CH2:13][N:12]([C:15](=[O:17])[CH2:36][NH:35][C:29]3[CH:30]=[C:31]([CH:32]4[CH2:33][CH2:34]4)[C:26]([Cl:25])=[CH:27][C:28]=3[OH:40])[CH2:11][CH:10]2[C:22]([NH2:23])=[O:24])[CH2:8]1)(=[O:4])[CH:2]=[CH2:3]. The yield is 0.750. (2) The reactants are [CH2:1]([C:4]1[C:12]([O:13]CC2C=CC=CC=2)=[CH:11][CH:10]=[C:9]2[C:5]=1[CH:6]=[CH:7][N:8]2[CH3:21])[CH:2]=[CH2:3].C([O-])=O.[NH4+]. The catalyst is CCO.[OH-].[Pd+2].[OH-]. The product is [CH3:21][N:8]1[C:9]2[C:5](=[C:4]([CH2:1][CH2:2][CH3:3])[C:12]([OH:13])=[CH:11][CH:10]=2)[CH:6]=[CH:7]1. The yield is 0.880. (3) The reactants are Br[C:2]1[CH:3]=[C:4]2[C:8](=[CH:9][CH:10]=1)[C:7](=[O:11])[CH2:6][CH2:5]2.C([O-])([O-])=O.[K+].[K+].[C:18]1(C)C=CC=C[CH:19]=1. The catalyst is C1C=CC([P]([Pd]([P](C2C=CC=CC=2)(C2C=CC=CC=2)C2C=CC=CC=2)([P](C2C=CC=CC=2)(C2C=CC=CC=2)C2C=CC=CC=2)[P](C2C=CC=CC=2)(C2C=CC=CC=2)C2C=CC=CC=2)(C2C=CC=CC=2)C2C=CC=CC=2)=CC=1. The product is [CH:18]([C:2]1[CH:3]=[C:4]2[C:8](=[CH:9][CH:10]=1)[C:7](=[O:11])[CH2:6][CH2:5]2)=[CH2:19]. The yield is 0.480. (4) The reactants are [NH2:1][C:2]1[C:3]([C:16]([NH:18][CH3:19])=[O:17])=[N:4][C:5]([C:8]2[CH:13]=[CH:12][CH:11]=[C:10]([CH:14]=O)[CH:9]=2)=[CH:6][N:7]=1.[CH:20]1[C:29]2[C:24](=[CH:25][CH:26]=[CH:27][CH:28]=2)[CH:23]=[CH:22][C:21]=1[NH2:30].CC(O)=O.[BH-](OC(C)=O)(OC(C)=O)OC(C)=O.[Na+].C([O-])(O)=O.[Na+]. The catalyst is C1COCC1. The product is [NH2:1][C:2]1[C:3]([C:16]([NH:18][CH3:19])=[O:17])=[N:4][C:5]([C:8]2[CH:13]=[CH:12][CH:11]=[C:10]([CH2:14][NH:30][C:21]3[CH:22]=[CH:23][C:24]4[C:29](=[CH:28][CH:27]=[CH:26][CH:25]=4)[CH:20]=3)[CH:9]=2)=[CH:6][N:7]=1. The yield is 0.260. (5) The reactants are [C:1]([C:5]1[CH:10]=[CH:9][C:8]([C:11]2[CH:12]=[C:13]([CH:17]3[CH2:26][C:25]([CH3:28])([CH3:27])[C:24]4[C:19](=[CH:20][CH:21]=[C:22]([C:29](O)=[O:30])[CH:23]=4)[NH:18]3)[CH:14]=[N:15][CH:16]=2)=[CH:7][CH:6]=1)([CH3:4])([CH3:3])[CH3:2].[CH:32]1([S:35]([NH2:38])(=[O:37])=[O:36])[CH2:34][CH2:33]1. The catalyst is CN(C)C1C=CN=CC=1.ClCCl. The product is [C:1]([C:5]1[CH:10]=[CH:9][C:8]([C:11]2[CH:12]=[C:13]([CH:17]3[CH2:26][C:25]([CH3:28])([CH3:27])[C:24]4[C:19](=[CH:20][CH:21]=[C:22]([C:29]([NH:38][S:35]([CH:32]5[CH2:34][CH2:33]5)(=[O:37])=[O:36])=[O:30])[CH:23]=4)[NH:18]3)[CH:14]=[N:15][CH:16]=2)=[CH:7][CH:6]=1)([CH3:4])([CH3:2])[CH3:3]. The yield is 0.200. (6) The product is [CH3:19][C:17]1[C:5]2[N:6]=[C:7]([NH:10][C:11]3[CH:16]=[CH:15][CH:14]=[CH:13][CH:12]=3)[N:8]=[N:9][C:4]=2[CH:3]=[C:2]([C:22]2[C:23]([CH3:28])=[CH:24][C:25]([CH3:27])=[CH:26][C:21]=2[CH3:20])[CH:18]=1. The catalyst is CN(C)C(=O)C.C(O)C.O.[Pd].[Pd].C(=CC(C=CC1C=CC=CC=1)=O)C1C=CC=CC=1.C(=CC(C=CC1C=CC=CC=1)=O)C1C=CC=CC=1.C(=CC(C=CC1C=CC=CC=1)=O)C1C=CC=CC=1. The reactants are Br[C:2]1[CH:18]=[C:17]([CH3:19])[C:5]2[N:6]=[C:7]([NH:10][C:11]3[CH:16]=[CH:15][CH:14]=[CH:13][CH:12]=3)[N:8]=[N:9][C:4]=2[CH:3]=1.[CH3:20][C:21]1[CH:26]=[C:25]([CH3:27])[CH:24]=[C:23]([CH3:28])[C:22]=1B(O)O.C(=O)([O-])[O-].[K+].[K+].C1(P(C2C=CC=CC=2)C2C=CC=CC=2)C=CC=CC=1. The yield is 0.268. (7) The reactants are [CH2:1]([O:4][C:5]1[C:6]([CH:14]=[CH2:15])=[CH:7][C:8]([CH2:12][OH:13])=[N:9][C:10]=1[Cl:11])C=C. The catalyst is C(Cl)Cl.C1CCC([P+](C([P+](C2CCCCC2)(C2CCCCC2)C2CCCCC2)C2C=CC=CC=2)(C2CCCCC2)C2CCCCC2)CC1.Cl[Ru]Cl. The product is [Cl:11][C:10]1[N:9]=[C:8]([CH2:12][OH:13])[CH:7]=[C:6]2[CH:14]=[CH:15][CH2:1][O:4][C:5]=12. The yield is 0.890.